Dataset: Full USPTO retrosynthesis dataset with 1.9M reactions from patents (1976-2016). Task: Predict the reactants needed to synthesize the given product. (1) Given the product [Br:20][CH:9]([CH2:10][CH2:11][C:12]1[CH:17]=[CH:16][CH:15]=[CH:14][CH:13]=1)[CH2:8][CH2:7][C:1]1[CH:6]=[CH:5][CH:4]=[CH:3][CH:2]=1, predict the reactants needed to synthesize it. The reactants are: [C:1]1([CH2:7][CH2:8][CH:9](O)[CH2:10][CH2:11][C:12]2[CH:17]=[CH:16][CH:15]=[CH:14][CH:13]=2)[CH:6]=[CH:5][CH:4]=[CH:3][CH:2]=1.C(Br)(Br)(Br)[Br:20].C1(P(C2C=CC=CC=2)C2C=CC=CC=2)C=CC=CC=1. (2) Given the product [CH2:1]([N:8]1[C:12]([C:13]2[CH:14]=[CH:15][C:16]3[O:21][CH2:20][CH2:19][CH2:18][C:17]=3[CH:22]=2)=[C:11]([Br:27])[C:10]([C:23]([F:26])([F:24])[F:25])=[N:9]1)[C:2]1[CH:7]=[CH:6][CH:5]=[CH:4][CH:3]=1, predict the reactants needed to synthesize it. The reactants are: [CH2:1]([N:8]1[C:12]([C:13]2[CH:14]=[CH:15][C:16]3[O:21][CH2:20][CH2:19][CH2:18][C:17]=3[CH:22]=2)=[CH:11][C:10]([C:23]([F:26])([F:25])[F:24])=[N:9]1)[C:2]1[CH:7]=[CH:6][CH:5]=[CH:4][CH:3]=1.[Br:27]N1C(=O)CCC1=O.O.